Dataset: Full USPTO retrosynthesis dataset with 1.9M reactions from patents (1976-2016). Task: Predict the reactants needed to synthesize the given product. (1) Given the product [N:7]1[CH:2]=[CH:3][CH:4]=[CH:5][CH:6]=1.[CH2:29]([NH:33][C:2]1[N:7]2[N:8]=[C:9]([C:20]3[CH:25]=[CH:24][N:23]=[C:22]([NH:7][CH2:6][CH:10]([CH3:11])[CH3:9])[N:21]=3)[C:10]([C:11]3[CH:16]=[CH:15][N:14]=[C:13]([NH:33][CH2:29][CH:30]([CH3:32])[CH3:31])[N:12]=3)=[C:6]2[CH:5]=[CH:4][CH:3]=1)[CH:30]([CH3:32])[CH3:31], predict the reactants needed to synthesize it. The reactants are: Cl[C:2]1[N:7]2[N:8]=[C:9]([C:20]3[CH:25]=[CH:24][N:23]=[C:22](S(C)=O)[N:21]=3)[C:10]([C:11]3[CH:16]=[CH:15][N:14]=[C:13](S(C)=O)[N:12]=3)=[C:6]2[CH:5]=[CH:4][CH:3]=1.[CH2:29]([NH2:33])[CH:30]([CH3:32])[CH3:31]. (2) The reactants are: [NH2:1][C:2]1[CH:3]=[N:4][C:5]2[C:10]([C:11]=1[NH:12][CH2:13][C:14]1([OH:19])[CH2:18][CH2:17][CH2:16][CH2:15]1)=[CH:9][CH:8]=[CH:7][CH:6]=2.C(N(CC)CC)C.[CH2:27]([O:29][CH2:30][C:31](Cl)=O)[CH3:28].C(#N)C. Given the product [CH2:27]([O:29][CH2:30][C:31]1[N:12]([CH2:13][C:14]2([OH:19])[CH2:18][CH2:17][CH2:16][CH2:15]2)[C:11]2[C:10]3[CH:9]=[CH:8][CH:7]=[CH:6][C:5]=3[N:4]=[CH:3][C:2]=2[N:1]=1)[CH3:28], predict the reactants needed to synthesize it. (3) Given the product [CH2:22]([CH:16]([CH2:15][C:14](=[O:29])[C:11]1[CH:10]=[CH:9][C:8]([C:5]2[CH:4]=[CH:3][C:2]([NH:1][C:30](=[O:35])[CH2:31][CH2:32][CH2:33][CH3:34])=[CH:7][CH:6]=2)=[CH:13][CH:12]=1)[C:17]([OH:19])=[O:18])[C:23]1[CH:28]=[CH:27][CH:26]=[CH:25][CH:24]=1, predict the reactants needed to synthesize it. The reactants are: [NH2:1][C:2]1[CH:7]=[CH:6][C:5]([C:8]2[CH:13]=[CH:12][C:11]([C:14](=[O:29])[CH2:15][CH:16]([CH2:22][C:23]3[CH:28]=[CH:27][CH:26]=[CH:25][CH:24]=3)[C:17]([O:19]CC)=[O:18])=[CH:10][CH:9]=2)=[CH:4][CH:3]=1.[C:30](Cl)(=[O:35])[CH2:31][CH2:32][CH2:33][CH3:34].CCN(C(C)C)C(C)C. (4) The reactants are: [CH2:1]([O:3][C:4](=[O:28])[CH2:5][CH2:6][N:7]([C:14]([C:16]1[CH:27]=[CH:26][C:19]2[N:20]([CH3:25])[C:21]([CH:23]=O)=[N:22][C:18]=2[CH:17]=1)=[O:15])[C:8]1[CH:13]=[CH:12][CH:11]=[CH:10][N:9]=1)[CH3:2].[NH2:29][C:30]1[CH:38]=[CH:37][C:33]([C:34]([NH2:36])=[NH:35])=[CH:32][CH:31]=1.[BH4-].[Na+].[CH3:41][S:42]([OH:45])(=[O:44])=[O:43]. Given the product [S:42]([OH:45])(=[O:44])(=[O:43])[CH3:41].[N:9]1[CH:10]=[CH:11][CH:12]=[CH:13][C:8]=1[N:7]([CH2:6][CH2:5][C:4]([O:3][CH2:1][CH3:2])=[O:28])[C:14]([C:16]1[CH:27]=[CH:26][C:19]2[N:20]([CH3:25])[C:21]([CH2:23][NH:29][C:30]3[CH:38]=[CH:37][C:33]([C:34](=[NH:35])[NH2:36])=[CH:32][CH:31]=3)=[N:22][C:18]=2[CH:17]=1)=[O:15], predict the reactants needed to synthesize it. (5) The reactants are: [CH3:1][O:2][C:3](=[O:23])/[C:4](/[C:16]1[CH:21]=[CH:20][C:19]([OH:22])=[CH:18][CH:17]=1)=[CH:5]\[C:6]1[CH:11]=[C:10]([O:12][CH3:13])[CH:9]=[C:8]([O:14][CH3:15])[CH:7]=1.[H-].[Na+].F[C:27]1[CH:34]=[CH:33][C:30]([CH:31]=[O:32])=[CH:29][CH:28]=1.O. Given the product [CH3:1][O:2][C:3](=[O:23])/[C:4](/[C:16]1[CH:17]=[CH:18][C:19]([O:22][C:27]2[CH:34]=[CH:33][C:30]([CH:31]=[O:32])=[CH:29][CH:28]=2)=[CH:20][CH:21]=1)=[CH:5]\[C:6]1[CH:7]=[C:8]([O:14][CH3:15])[CH:9]=[C:10]([O:12][CH3:13])[CH:11]=1, predict the reactants needed to synthesize it. (6) The reactants are: [NH2:1][C:2]1[CH:3]=[C:4]([CH:18]=[CH:19][C:20]=1[NH2:21])[C:5]([NH:7][C:8]1[CH:17]=[CH:16][C:15]2[C:10](=[CH:11][CH:12]=[CH:13][CH:14]=2)[N:9]=1)=[O:6].[CH3:22][O:23][C:24](=[O:37])[CH2:25][CH2:26][C:27]1[CH:32]=[C:31](C)[C:30]([CH:34]=O)=[C:29](C)[CH:28]=1.OOS([O-])=O.[K+]. Given the product [CH3:22][O:23][C:24](=[O:37])[CH2:25][CH2:26][C:27]1[CH:28]=[CH:29][C:30]([C:34]2[NH:1][C:2]3[CH:3]=[C:4]([C:5](=[O:6])[NH:7][C:8]4[CH:17]=[CH:16][C:15]5[C:10](=[CH:11][CH:12]=[CH:13][CH:14]=5)[N:9]=4)[CH:18]=[CH:19][C:20]=3[N:21]=2)=[CH:31][CH:32]=1, predict the reactants needed to synthesize it. (7) Given the product [NH:21]1[CH:20]=[C:19]([C:2]2[CH:12]=[CH:11][C:5]([C:6]([O:8][CH2:9][CH3:10])=[O:7])=[CH:4][CH:3]=2)[CH:23]=[N:22]1, predict the reactants needed to synthesize it. The reactants are: Br[C:2]1[CH:12]=[CH:11][C:5]([C:6]([O:8][CH2:9][CH3:10])=[O:7])=[CH:4][CH:3]=1.CC1(C)OB([C:19]2[CH:20]=[N:21][NH:22][CH:23]=2)OC1(C)C.C(Cl)Cl.C(=O)([O-])[O-].[K+].[K+].